From a dataset of Peptide-MHC class I binding affinity with 185,985 pairs from IEDB/IMGT. Regression. Given a peptide amino acid sequence and an MHC pseudo amino acid sequence, predict their binding affinity value. This is MHC class I binding data. The peptide sequence is RATTELRTF. The MHC is HLA-B15:01 with pseudo-sequence HLA-B15:01. The binding affinity (normalized) is 0.